Dataset: Reaction yield outcomes from USPTO patents with 853,638 reactions. Task: Predict the reaction yield, written as a fraction of the theoretical maximum amount of product (1.0 means a 100% yield; for example, 0.34 means a 34% yield). The reactants are Br[C:2]1[C:10]2[O:9][CH2:8][CH2:7][C:6]=2[C:5]([CH3:11])=[C:4]([NH:12][C:13](=[O:19])[O:14][C:15]([CH3:18])([CH3:17])[CH3:16])[C:3]=1[CH3:20].C([Li])CCC.[CH3:26][CH:27]([C:29]1[CH:34]=[CH:33][C:32]([C:35]([CH3:37])=[O:36])=[CH:31][CH:30]=1)[CH3:28].O. The catalyst is C1COCC1. The product is [OH:36][C:35]([C:2]1[C:10]2[O:9][CH2:8][CH2:7][C:6]=2[C:5]([CH3:11])=[C:4]([NH:12][C:13](=[O:19])[O:14][C:15]([CH3:18])([CH3:17])[CH3:16])[C:3]=1[CH3:20])([C:32]1[CH:33]=[CH:34][C:29]([CH:27]([CH3:28])[CH3:26])=[CH:30][CH:31]=1)[CH3:37]. The yield is 0.190.